From a dataset of Full USPTO retrosynthesis dataset with 1.9M reactions from patents (1976-2016). Predict the reactants needed to synthesize the given product. (1) Given the product [F:1][C:2]([F:7])([F:6])[CH2:3][CH2:4][O:5][C:24]1[CH:23]=[CH:22][C:21]([C:29]([O:31][CH3:32])=[O:30])=[CH:26][CH:25]=1, predict the reactants needed to synthesize it. The reactants are: [F:1][C:2]([F:7])([F:6])[CH2:3][CH2:4][OH:5].[C:21]1(P([C:21]2[CH:26]=[CH:25][CH:24]=[CH:23][CH:22]=2)[C:21]2[CH:26]=[CH:25][CH:24]=[CH:23][CH:22]=2)[CH:26]=[CH:25][CH:24]=[CH:23][CH:22]=1.N([C:29]([O:31][CH:32](C)C)=[O:30])=N[C:29]([O:31][CH:32](C)C)=[O:30]. (2) Given the product [C:13]1([S:19]([C:22]2[CH:23]=[N:24][C:25]3[C:30]([CH:31]=2)=[CH:29][CH:28]=[CH:27][C:26]=3[O:11][CH2:10][CH2:9][N:8]([CH3:12])[CH3:7])(=[O:21])=[O:20])[CH:18]=[CH:17][CH:16]=[CH:15][CH:14]=1, predict the reactants needed to synthesize it. The reactants are: C(=O)([O-])[O-].[Cs+].[Cs+].[CH3:7][N:8]([CH3:12])[CH2:9][CH2:10][OH:11].[C:13]1([S:19]([C:22]2[CH:23]=[N:24][C:25]3[C:30]([CH:31]=2)=[CH:29][CH:28]=[CH:27][C:26]=3I)(=[O:21])=[O:20])[CH:18]=[CH:17][CH:16]=[CH:15][CH:14]=1.